This data is from Reaction yield outcomes from USPTO patents with 853,638 reactions. The task is: Predict the reaction yield, written as a fraction of the theoretical maximum amount of product (1.0 means a 100% yield; for example, 0.34 means a 34% yield). The reactants are [Br:1][C:2]1[CH:9]=[C:8]([Br:10])[C:7]([O:11][C:12]2[CH:17]=[CH:16][C:15]([N+:18]([O-:20])=[O:19])=[CH:14][C:13]=2[F:21])=[CH:6][C:3]=1[CH:4]=O.[CH3:22][NH:23][NH2:24]. The catalyst is C1COCC1. The product is [Br:1][C:2]1[CH:9]=[C:8]([Br:10])[C:7]([O:11][C:12]2[CH:17]=[CH:16][C:15]([N+:18]([O-:20])=[O:19])=[CH:14][C:13]=2[F:21])=[CH:6][C:3]=1[CH:4]=[N:24][NH:23][CH3:22]. The yield is 0.767.